From a dataset of Full USPTO retrosynthesis dataset with 1.9M reactions from patents (1976-2016). Predict the reactants needed to synthesize the given product. (1) Given the product [NH:22]([C:23]1[CH:28]=[CH:27][C:26]([NH:29][C:2]2[C:11]3[C:6](=[CH:7][CH:8]=[CH:9][CH:10]=3)[C:5]([CH2:12][C:13]3[CH:18]=[CH:17][N:16]=[CH:15][CH:14]=3)=[N:4][N:3]=2)=[CH:25][CH:24]=1)[C:20]([CH3:19])=[O:21], predict the reactants needed to synthesize it. The reactants are: Cl[C:2]1[C:11]2[C:6](=[CH:7][CH:8]=[CH:9][CH:10]=2)[C:5]([CH2:12][C:13]2[CH:18]=[CH:17][N:16]=[CH:15][CH:14]=2)=[N:4][N:3]=1.[CH3:19][C:20]([NH:22][C:23]1[CH:28]=[CH:27][C:26]([NH2:29])=[CH:25][CH:24]=1)=[O:21]. (2) Given the product [CH2:22]([N:13]([CH2:12][C@@H:9]1[O:8][C:7]2[C:2]([F:1])=[CH:3][CH:4]=[CH:5][C:6]=2[O:11][CH2:10]1)[CH2:14][CH3:15])[C:23]1[CH:28]=[CH:27][CH:26]=[CH:25][CH:24]=1, predict the reactants needed to synthesize it. The reactants are: [F:1][C:2]1[C:7]2[O:8][C@@H:9]([CH2:12][NH:13][CH2:14][CH3:15])[CH2:10][O:11][C:6]=2[CH:5]=[CH:4][CH:3]=1.C([O-])([O-])=O.[K+].[K+].[CH2:22](Br)[C:23]1[CH:28]=[CH:27][CH:26]=[CH:25][CH:24]=1.[Na+].[I-]. (3) Given the product [Cl:20][C:17]1[CH:18]=[C:19]2[C:14](=[CH:15][CH:16]=1)[N:13]([C:21]([O:23][C:24]([CH3:27])([CH3:26])[CH3:25])=[O:22])[CH:12]=[C:11]2[CH2:10][N:9]1[C:5]2[N:6]=[CH:7][NH:8][C:4]=2[C:2](=[O:3])[NH:1][C:37]1=[S:38], predict the reactants needed to synthesize it. The reactants are: [NH2:1][C:2]([C:4]1[NH:8][CH:7]=[N:6][C:5]=1[NH:9][CH2:10][C:11]1[C:19]2[C:14](=[CH:15][CH:16]=[C:17]([Cl:20])[CH:18]=2)[N:13]([C:21]([O:23][C:24]([CH3:27])([CH3:26])[CH3:25])=[O:22])[CH:12]=1)=[O:3].C(N=[C:37]=[S:38])(=O)C1C=CC=CC=1. (4) The reactants are: [Cl:1][C:2]1[N:7]=[C:6](Cl)[C:5]([O:9][CH3:10])=[CH:4][N:3]=1.[NH2:11][CH2:12][CH2:13][CH2:14][N:15]1[CH2:19][CH2:18][CH2:17][C:16]1=[O:20].C(N(C(C)C)C(C)C)C. Given the product [Cl:1][C:2]1[N:7]=[C:6]([NH:11][CH2:12][CH2:13][CH2:14][N:15]2[CH2:19][CH2:18][CH2:17][C:16]2=[O:20])[C:5]([O:9][CH3:10])=[CH:4][N:3]=1, predict the reactants needed to synthesize it. (5) Given the product [CH2:22]([O:21][C:19]([C@H:18]1[C@H:9]([NH:8][C:34]([C:29]2[NH:30][C:31]3[C:27]([CH:28]=2)=[CH:26][C:25]([Cl:24])=[CH:33][CH:32]=3)=[O:35])[CH2:10][C:11]2[C:16](=[CH:15][CH:14]=[CH:13][CH:12]=2)[CH2:17]1)=[O:20])[CH3:23], predict the reactants needed to synthesize it. The reactants are: FC(F)(F)C(O)=O.[NH2:8][C@H:9]1[C@H:18]([C:19]([O:21][CH2:22][CH3:23])=[O:20])[CH2:17][C:16]2[C:11](=[CH:12][CH:13]=[CH:14][CH:15]=2)[CH2:10]1.[Cl:24][C:25]1[CH:26]=[C:27]2[C:31](=[CH:32][CH:33]=1)[NH:30][C:29]([C:34](O)=[O:35])=[CH:28]2.Cl.C(N=C=N)C.ON1C2N=CC=CC=2N=N1.C(N(C(C)C)CC)(C)C. (6) The reactants are: C([Li])(CC)C.CN(C)CCN(C)CCN(C)C.[C:18]([Si:22]([O:25][CH2:26][CH2:27][C:28]1[CH:33]=[CH:32][C:31]([F:34])=[CH:30][CH:29]=1)([CH3:24])[CH3:23])([CH3:21])([CH3:20])[CH3:19].CN([CH:38]=[O:39])C. Given the product [Si:22]([O:25][CH2:26][CH2:27][C:28]1[CH:33]=[CH:32][C:31]([F:34])=[C:30]([CH:29]=1)[CH:38]=[O:39])([C:18]([CH3:21])([CH3:19])[CH3:20])([CH3:23])[CH3:24], predict the reactants needed to synthesize it. (7) The reactants are: CON(C)[C:4]([C:6]1[N:7]=[CH:8][N:9]([C:11]2[CH:16]=[CH:15][CH:14]=[C:13]([C:17]3[C:18]([F:23])=[N:19][CH:20]=[CH:21][CH:22]=3)[CH:12]=2)[CH:10]=1)=[O:5].[CH3:25][N:26]1[CH:30]=[CH:29][N:28]=[CH:27]1. Given the product [F:23][C:18]1[C:17]([C:13]2[CH:12]=[C:11]([N:9]3[CH:10]=[C:6]([C:4]([C:27]4[N:26]([CH3:25])[CH:30]=[CH:29][N:28]=4)=[O:5])[N:7]=[CH:8]3)[CH:16]=[CH:15][CH:14]=2)=[CH:22][CH:21]=[CH:20][N:19]=1, predict the reactants needed to synthesize it. (8) Given the product [C:24]([OH:31])(=[O:30])/[CH:25]=[CH:26]/[C:27]([OH:29])=[O:28].[NH2:1][CH2:2][C:3]1[C:4]([CH2:20][CH:21]([CH3:23])[CH3:22])=[N:5][C:6]([CH3:19])=[C:7]([C:11]=1[C:12]1[CH:17]=[CH:16][C:15]([CH3:18])=[CH:14][CH:13]=1)[C:8]([OH:10])=[O:9].[NH2:1][CH2:2][C:3]1[C:4]([CH2:20][CH:21]([CH3:23])[CH3:22])=[N:5][C:6]([CH3:19])=[C:7]([C:11]=1[C:12]1[CH:17]=[CH:16][C:15]([CH3:18])=[CH:14][CH:13]=1)[C:8]([OH:10])=[O:9], predict the reactants needed to synthesize it. The reactants are: [NH2:1][CH2:2][C:3]1[C:4]([CH2:20][CH:21]([CH3:23])[CH3:22])=[N:5][C:6]([CH3:19])=[C:7]([C:11]=1[C:12]1[CH:17]=[CH:16][C:15]([CH3:18])=[CH:14][CH:13]=1)[C:8]([OH:10])=[O:9].[C:24]([OH:31])(=[O:30])/[CH:25]=[CH:26]/[C:27]([OH:29])=[O:28].